This data is from Reaction yield outcomes from USPTO patents with 853,638 reactions. The task is: Predict the reaction yield, written as a fraction of the theoretical maximum amount of product (1.0 means a 100% yield; for example, 0.34 means a 34% yield). (1) The reactants are [Br:1][C:2]1[CH:3]=[C:4]([CH:9]=[C:10]([N+:12]([O-])=O)[CH:11]=1)[C:5]([O:7][CH3:8])=[O:6].[NH4+].[Cl-].[CH2:17](O)C. The catalyst is C(=O)(O)[O-].[Na+].[Fe]. The product is [NH2:12][C:10]1[CH:9]=[C:4]([CH:3]=[C:2]([Br:1])[CH:11]=1)[C:5]([O:7][CH2:8][CH3:17])=[O:6]. The yield is 0.991. (2) The catalyst is CN(C=O)C. The yield is 0.520. The product is [NH2:1][C:2]1[N:3]=[CH:4][C:5]2[S:10][C:9](=[O:11])[N:8]([C@@H:12]3[O:24][C@H:23]([CH2:25][O:26][Si:35]([C:38]([CH3:41])([CH3:40])[CH3:39])([CH3:37])[CH3:36])[C@@H:18]([OH:19])[C@H:13]3[OH:14])[C:6]=2[N:7]=1. The reactants are [NH2:1][C:2]1[N:3]=[CH:4][C:5]2[S:10][C:9](=[O:11])[N:8]([C@@H:12]3[O:24][C@H:23]([CH2:25][O:26]C(=O)C)[C@@H:18]([O:19]C(=O)C)[C@H:13]3[O:14]C(=O)C)[C:6]=2[N:7]=1.N1C=CN=C1.[Si:35](Cl)([C:38]([CH3:41])([CH3:40])[CH3:39])([CH3:37])[CH3:36]. (3) The reactants are C([O:5][C:6](=[O:49])[C:7]1[CH:12]=[CH:11][CH:10]=[C:9]([CH2:13][CH:14]([NH:28][C:29](=[O:46])[CH2:30][N:31]2[CH2:36][CH2:35][CH2:34][CH:33]([CH2:37][NH:38]C(OC(C)(C)C)=O)[CH2:32]2)[B:15]2[O:23]C3C(C)(C4CC(C3)C4(C)C)[O:16]2)[C:8]=1OC)(C)(C)C.B(Cl)(Cl)Cl. No catalyst specified. The product is [NH2:38][CH2:37][CH:33]1[CH2:34][CH2:35][CH2:36][N:31]([CH2:30][C:29]([NH:28][CH:14]2[CH2:13][C:9]3[CH:10]=[CH:11][CH:12]=[C:7]([C:6]([OH:5])=[O:49])[C:8]=3[O:23][B:15]2[OH:16])=[O:46])[CH2:32]1. The yield is 0.280. (4) The reactants are [CH2:1]([O:8][C@@H:9]1[C@@H:14]([O:15][CH2:16][C:17]2[CH:22]=[CH:21][CH:20]=[CH:19][CH:18]=2)[C@@H:13]([O:23][CH2:24][C:25]2[CH:30]=[CH:29][CH:28]=[CH:27][CH:26]=2)[C@@H:12]([CH2:31][O:32][CH2:33][C:34]2[CH:39]=[CH:38][CH:37]=[CH:36][CH:35]=2)[O:11][C@:10]21[C:47]1[C:42](=[CH:43][C:44]([CH3:57])=[C:45]([CH2:48][C:49]3[CH:54]=[CH:53][C:52]([CH2:55][CH3:56])=[CH:51][CH:50]=3)[CH:46]=1)[CH2:41][O:40]2)[C:2]1[CH:7]=[CH:6][CH:5]=[CH:4][CH:3]=1.[CH2:58]([Li])CCC.CCCCCC.CI. The catalyst is C1COCC1.O. The product is [CH2:1]([O:8][C@@H:9]1[C@@H:14]([O:15][CH2:16][C:17]2[CH:18]=[CH:19][CH:20]=[CH:21][CH:22]=2)[C@@H:13]([O:23][CH2:24][C:25]2[CH:30]=[CH:29][CH:28]=[CH:27][CH:26]=2)[C@@H:12]([CH2:31][O:32][CH2:33][C:34]2[CH:39]=[CH:38][CH:37]=[CH:36][CH:35]=2)[O:11][C@:10]21[C:47]1[C:42](=[CH:43][C:44]([CH3:57])=[C:45]([CH2:48][C:49]3[CH:50]=[CH:51][C:52]([C:55]#[C:56][CH3:58])=[CH:53][CH:54]=3)[CH:46]=1)[CH2:41][O:40]2)[C:2]1[CH:7]=[CH:6][CH:5]=[CH:4][CH:3]=1. The yield is 0.900. (5) The reactants are [Cl:1][C:2]1[CH:7]=[CH:6][C:5](B(O)O)=[CH:4][CH:3]=1.Br[C:12]1[CH:21]=[CH:20][C:15]([C:16]([O:18][CH3:19])=[O:17])=[CH:14][N:13]=1. The catalyst is C1C=CC(P(C2C=CC=CC=2)[C-]2C=CC=C2)=CC=1.C1C=CC(P(C2C=CC=CC=2)[C-]2C=CC=C2)=CC=1.Cl[Pd]Cl.[Fe+2].C(Cl)Cl. The product is [Cl:1][C:2]1[CH:7]=[CH:6][C:5]([C:12]2[CH:21]=[CH:20][C:15]([C:16]([O:18][CH3:19])=[O:17])=[CH:14][N:13]=2)=[CH:4][CH:3]=1. The yield is 0.720. (6) No catalyst specified. The product is [CH3:26][O:25][C:15]1[C:13]2[N:14]=[C:10]([NH:9][C:7]([C:6]3[CH:5]=[CH:4][C:3]([CH2:2][N:30]([CH3:29])[CH2:31][CH2:32][O:33][C:34](=[O:45])[C:35]4[CH:40]=[CH:39][C:38]([O:41][CH3:42])=[C:37]([O:43][CH3:44])[CH:36]=4)=[CH:28][CH:27]=3)=[O:8])[S:11][C:12]=2[C:18]([N:19]2[CH2:24][CH2:23][O:22][CH2:21][CH2:20]2)=[CH:17][CH:16]=1. The reactants are Cl[CH2:2][C:3]1[CH:28]=[CH:27][C:6]([C:7]([NH:9][C:10]2[S:11][C:12]3[C:18]([N:19]4[CH2:24][CH2:23][O:22][CH2:21][CH2:20]4)=[CH:17][CH:16]=[C:15]([O:25][CH3:26])[C:13]=3[N:14]=2)=[O:8])=[CH:5][CH:4]=1.[CH3:29][NH:30][CH2:31][CH2:32][O:33][C:34](=[O:45])[C:35]1[CH:40]=[CH:39][C:38]([O:41][CH3:42])=[C:37]([O:43][CH3:44])[CH:36]=1.C(N(C(C)C)C(C)C)C. The yield is 0.570. (7) The reactants are [F:1][C:2]1[CH:3]=[C:4]([NH:10][C:11](=[O:19])OC2C=CC=CC=2)[CH:5]=[CH:6][C:7]=1[CH2:8][OH:9].Cl.[Cl:21][C:22]1[C:27]([Cl:28])=[CH:26][CH:25]=[CH:24][C:23]=1[N:29]1[C:33]([CH2:34][NH2:35])=[CH:32][C:31]([C:36]([F:39])([F:38])[F:37])=[N:30]1. The catalyst is C(Cl)Cl.O. The product is [Cl:21][C:22]1[C:27]([Cl:28])=[CH:26][CH:25]=[CH:24][C:23]=1[N:29]1[C:33]([CH2:34][NH:35][C:11]([NH:10][C:4]2[CH:5]=[CH:6][C:7]([CH2:8][OH:9])=[C:2]([F:1])[CH:3]=2)=[O:19])=[CH:32][C:31]([C:36]([F:38])([F:39])[F:37])=[N:30]1. The yield is 0.230. (8) The reactants are [F:1][C:2]([F:34])([F:33])[C:3]([C:12]1[CH:29]=[CH:28][C:15]([O:16][C:17]2[CH:18]=[C:19]([C:24](I)=[CH:25][N:26]=2)[C:20]([O:22][CH3:23])=[O:21])=[C:14]([CH2:30][CH2:31][CH3:32])[CH:13]=1)([O:8][CH2:9][O:10][CH3:11])[C:4]([F:7])([F:6])[F:5]. The catalyst is CO.[C].[Pd]. The product is [F:34][C:2]([F:1])([F:33])[C:3]([C:12]1[CH:29]=[CH:28][C:15]([O:16][C:17]2[CH:18]=[C:19]([CH:24]=[CH:25][N:26]=2)[C:20]([O:22][CH3:23])=[O:21])=[C:14]([CH2:30][CH2:31][CH3:32])[CH:13]=1)([O:8][CH2:9][O:10][CH3:11])[C:4]([F:7])([F:6])[F:5]. The yield is 0.750. (9) The yield is 0.600. The reactants are [CH:1]1([C:7](=[O:14])[CH2:8][C:9]([O:11][CH2:12][CH3:13])=[O:10])[CH2:6][CH2:5][CH2:4][CH2:3][CH2:2]1.S(Cl)([Cl:18])(=O)=O.C(=O)(O)[O-].[Na+].C(OCC)(=O)C. The catalyst is C(OCC)C. The product is [Cl:18][CH:8]([C:7]([CH:1]1[CH2:6][CH2:5][CH2:4][CH2:3][CH2:2]1)=[O:14])[C:9]([O:11][CH2:12][CH3:13])=[O:10]. (10) The reactants are Cl[CH2:2][CH2:3][CH2:4][CH2:5][N:6]1[C:10]2[CH:11]=[CH:12][CH:13]=[CH:14][C:9]=2[N:8]=[N:7]1.[N:15]1[C:24]2[C:19](=[CH:20][CH:21]=[CH:22][CH:23]=2)[N:18]=[CH:17][C:16]=1[CH:25]1[CH2:30][CH2:29][NH:28][CH2:27][CH2:26]1.C(N(C(C)C)CC)(C)C.[I-].[K+]. The product is [N:6]1([CH2:5][CH2:4][CH2:3][CH2:2][N:28]2[CH2:27][CH2:26][CH:25]([C:16]3[CH:17]=[N:18][C:19]4[C:24](=[CH:23][CH:22]=[CH:21][CH:20]=4)[N:15]=3)[CH2:30][CH2:29]2)[C:10]2[CH:11]=[CH:12][CH:13]=[CH:14][C:9]=2[N:8]=[N:7]1. The catalyst is C(#N)C. The yield is 0.627.